Predict the reaction yield, written as a fraction of the theoretical maximum amount of product (1.0 means a 100% yield; for example, 0.34 means a 34% yield). From a dataset of Reaction yield outcomes from USPTO patents with 853,638 reactions. (1) The reactants are [CH3:1][N:2]1[CH:6]=[C:5]([C:7]2[NH:12][C:11](=O)[N:10]3[CH:14]=[CH:15][N:16]=[C:9]3[CH:8]=2)[CH:4]=[N:3]1.CCN(C(C)C)C(C)C.O=P(Cl)(Cl)[Cl:28].CO.CCN(C(C)C)C(C)C.CCOC(C)=O. The product is [Cl:28][C:11]1[N:10]2[CH:14]=[CH:15][N:16]=[C:9]2[CH:8]=[C:7]([C:5]2[CH:4]=[N:3][N:2]([CH3:1])[CH:6]=2)[N:12]=1. The catalyst is C(Cl)Cl. The yield is 0.540. (2) The reactants are [Cl:1][C:2]1[CH:3]=[CH:4][C:5]([OH:16])=[C:6]([C:8](=[O:15])[CH2:9][N:10]2[CH:14]=[CH:13][N:12]=[CH:11]2)[CH:7]=1.[CH3:17][Mg]Br. The catalyst is O1CCCC1. The product is [Cl:1][C:2]1[CH:3]=[CH:4][C:5]([OH:16])=[C:6]([C:8]([OH:15])([CH3:17])[CH2:9][N:10]2[CH:14]=[CH:13][N:12]=[CH:11]2)[CH:7]=1. The yield is 0.245. (3) The reactants are [NH:1]1[CH:5]=[C:4]([C:6]([NH:8][C:9]2[CH:10]=[C:11]3[C:16](=[CH:17][CH:18]=2)[CH2:15][N:14]([C:19]([O:21][C:22]([CH3:25])([CH3:24])[CH3:23])=[O:20])[CH2:13][CH2:12]3)=[O:7])[CH:3]=[N:2]1.C(=O)([O-])[O-].[Cs+].[Cs+].Br[CH2:33][C:34]1[CH:39]=[CH:38][C:37]([F:40])=[CH:36][CH:35]=1. The catalyst is CN(C=O)C. The product is [F:40][C:37]1[CH:38]=[CH:39][C:34]([CH2:33][N:1]2[CH:5]=[C:4]([C:6]([NH:8][C:9]3[CH:10]=[C:11]4[C:16](=[CH:17][CH:18]=3)[CH2:15][N:14]([C:19]([O:21][C:22]([CH3:25])([CH3:24])[CH3:23])=[O:20])[CH2:13][CH2:12]4)=[O:7])[CH:3]=[N:2]2)=[CH:35][CH:36]=1. The yield is 0.520. (4) The reactants are [CH2:1]([OH:4])[CH2:2][OH:3].[Cl:5][C:6]1[N:7]=[C:8]([N:21]2[CH2:25][CH2:24][C:23](=O)[CH2:22]2)[C:9]2[CH2:14][CH2:13][CH:12]([C:15]3[CH:20]=[CH:19][CH:18]=[CH:17][CH:16]=3)[C:10]=2[N:11]=1.CC1C=CC(S(O)(=O)=O)=CC=1.O. The catalyst is C1C=CC=CC=1. The product is [Cl:5][C:6]1[N:7]=[C:8]([N:21]2[CH2:25][CH2:24][C:23]3([O:4][CH2:1][CH2:2][O:3]3)[CH2:22]2)[C:9]2[CH2:14][CH2:13][CH:12]([C:15]3[CH:20]=[CH:19][CH:18]=[CH:17][CH:16]=3)[C:10]=2[N:11]=1. The yield is 0.159.